Dataset: Catalyst prediction with 721,799 reactions and 888 catalyst types from USPTO. Task: Predict which catalyst facilitates the given reaction. (1) Reactant: [Cl:1][C:2]1[C:3]([F:36])=[C:4]([C@:8]([C@@H:16]2[CH2:21][CH2:20][CH2:19][N:18]([C:22]([NH:24][C@@H:25]([CH2:29][CH:30]3[CH2:35][CH2:34][CH2:33][CH2:32][CH2:31]3)[CH2:26][NH:27][CH3:28])=[O:23])[CH2:17]2)(O)[CH2:9][CH2:10][CH2:11][CH2:12][O:13][CH3:14])[CH:5]=[CH:6][CH:7]=1.[C:37](#[N:41])[CH:38]([CH3:40])[CH3:39].C([O-])([O-])=[O:43].[K+].[K+]. Product: [Cl:1][C:2]1[C:3]([F:36])=[C:4]([C@:8]([C@@H:16]2[CH2:21][CH2:20][CH2:19][N:18]([C:22]([NH:24][C@@H:25]([CH2:29][CH:30]3[CH2:35][CH2:34][CH2:33][CH2:32][CH2:31]3)[CH2:26][NH:27][CH3:28])=[O:23])[CH2:17]2)([NH:41][C:37](=[O:43])[CH:38]([CH3:40])[CH3:39])[CH2:9][CH2:10][CH2:11][CH2:12][O:13][CH3:14])[CH:5]=[CH:6][CH:7]=1. The catalyst class is: 561. (2) Reactant: [CH3:1][P:2](=[O:7])([O:5][CH3:6])[O:3][CH3:4].[Li]CCCC.[CH2:13]([C:17]1([C:21](OC)=[O:22])[CH2:20][CH2:19][CH2:18]1)[CH2:14][CH2:15][CH3:16]. Product: [CH2:13]([C:17]1([C:21](=[O:22])[CH2:1][P:2](=[O:7])([O:5][CH3:6])[O:3][CH3:4])[CH2:20][CH2:19][CH2:18]1)[CH2:14][CH2:15][CH3:16]. The catalyst class is: 1.